Dataset: TCR-epitope binding with 47,182 pairs between 192 epitopes and 23,139 TCRs. Task: Binary Classification. Given a T-cell receptor sequence (or CDR3 region) and an epitope sequence, predict whether binding occurs between them. (1) The TCR CDR3 sequence is CSARDYVMDTQYF. Result: 1 (the TCR binds to the epitope). The epitope is QARQMVQAMRTIGTHP. (2) The epitope is TPINLVRDL. Result: 0 (the TCR does not bind to the epitope). The TCR CDR3 sequence is CASSSTRGADTQYF. (3) The epitope is KPLEFGATSAAL. The TCR CDR3 sequence is CASSRAGLAGEQFF. Result: 1 (the TCR binds to the epitope). (4) The epitope is RQLLFVVEV. The TCR CDR3 sequence is CASSPRGSGSLGEQFF. Result: 1 (the TCR binds to the epitope). (5) The epitope is KRWIILGLNK. The TCR CDR3 sequence is CASSAQTGELFF. Result: 1 (the TCR binds to the epitope). (6) The epitope is VVYRGTTTY. The TCR CDR3 sequence is CASRTGNTEAFF. Result: 1 (the TCR binds to the epitope). (7) Result: 1 (the TCR binds to the epitope). The epitope is AVFDRKSDAK. The TCR CDR3 sequence is CASSWGGGSHYGYTF.